This data is from Reaction yield outcomes from USPTO patents with 853,638 reactions. The task is: Predict the reaction yield, written as a fraction of the theoretical maximum amount of product (1.0 means a 100% yield; for example, 0.34 means a 34% yield). (1) The reactants are [O:1]=[C:2]1[C:10]2[C:5](=[CH:6][CH:7]=[CH:8][CH:9]=2)[C:4](=[O:11])[N:3]1[CH2:12][CH2:13][C:14](=[CH2:25])[CH2:15][O:16]C(=O)C1C=CC=CC=1.[O:26]=[C:27]1[C:35]2[C:30](=[CH:31][CH:32]=[CH:33][CH:34]=2)[C:29](=[O:36])[N:28]1[CH2:37][C:38](=[CH2:50])[CH2:39][CH2:40][O:41]C(=O)C1C=CC=CC=1.[OH-].[Na+]. The catalyst is CO.C(OCC)(=O)C.C([O-])(O)=O.[Na+]. The product is [OH:16][CH2:15][C:14](=[CH2:25])[CH2:13][CH2:12][N:3]1[C:4](=[O:11])[C:5]2[C:10](=[CH:9][CH:8]=[CH:7][CH:6]=2)[C:2]1=[O:1].[OH:41][CH2:40][CH2:39][C:38](=[CH2:50])[CH2:37][N:28]1[C:29](=[O:36])[C:30]2[C:35](=[CH:34][CH:33]=[CH:32][CH:31]=2)[C:27]1=[O:26]. The yield is 0.290. (2) The reactants are [H-].[Na+].[O:3]1[CH2:8][CH2:7][CH:6]([CH:9]2[CH2:21][C:20]3[C:19]4[C:14](=[CH:15][CH:16]=[C:17]([C:22]([OH:24])=[O:23])[CH:18]=4)[NH:13][C:12]=3[CH2:11][CH2:10]2)[CH2:5][CH2:4]1.I[CH2:26][CH3:27]. The catalyst is CN(C=O)C. The product is [CH2:26]([N:13]1[C:12]2[CH2:11][CH2:10][CH:9]([CH:6]3[CH2:5][CH2:4][O:3][CH2:8][CH2:7]3)[CH2:21][C:20]=2[C:19]2[C:14]1=[CH:15][CH:16]=[C:17]([C:22]([OH:24])=[O:23])[CH:18]=2)[CH3:27]. The yield is 0.770. (3) The reactants are [CH3:1][C:2]1[N:7]=[C:6]([NH:8][C:9]2[C:14]([CH3:15])=[CH:13][C:12]([CH3:16])=[CH:11][C:10]=2[CH3:17])[C:5]([S:18]([C:21]2[CH:26]=[CH:25][C:24]([CH2:27][OH:28])=[CH:23][CH:22]=2)(=[O:20])=[O:19])=[CH:4][CH:3]=1.CC(OI1(OC(C)=O)(OC(C)=O)OC(=O)C2C=CC=CC1=2)=O. The catalyst is C(Cl)(Cl)Cl.CCOC(C)=O. The product is [CH3:1][C:2]1[N:7]=[C:6]([NH:8][C:9]2[C:14]([CH3:15])=[CH:13][C:12]([CH3:16])=[CH:11][C:10]=2[CH3:17])[C:5]([S:18]([C:21]2[CH:22]=[CH:23][C:24]([CH:27]=[O:28])=[CH:25][CH:26]=2)(=[O:20])=[O:19])=[CH:4][CH:3]=1. The yield is 0.950. (4) The reactants are [OH:1][C:2]1[CH:7]=[CH:6][C:5]([CH3:8])=[CH:4][N:3]=1.O[CH:10]1[CH2:15][CH2:14][CH:13]([C:16]([O:18][CH2:19][CH3:20])=[O:17])[CH2:12][CH2:11]1.C1(P(C2C=CC=CC=2)C2C=CC=CC=2)C=CC=CC=1.CC(OC(/N=N/C(OC(C)C)=O)=O)C. The catalyst is C1COCC1. The product is [CH2:19]([O:18][C:16]([CH:13]1[CH2:14][CH2:15][CH:10]([O:1][C:2]2[CH:7]=[CH:6][C:5]([CH3:8])=[CH:4][N:3]=2)[CH2:11][CH2:12]1)=[O:17])[CH3:20]. The yield is 0.340. (5) The reactants are [C:1]([N:8]1[CH2:15][CH:14]([OH:16])[CH2:13][C@H:9]1[C:10]([OH:12])=O)([O:3][C:4]([CH3:7])([CH3:6])[CH3:5])=[O:2].C(N=C=NC(C)C)(C)C.ON1C2C=CC=CC=2N=N1.[CH2:36]([CH:43]1[CH2:48][CH2:47][NH:46][CH2:45][CH2:44]1)[C:37]1[CH:42]=[CH:41][CH:40]=[CH:39][CH:38]=1. The catalyst is ClCCl. The product is [C:4]([O:3][C:1]([N:8]1[CH2:15][C@H:14]([OH:16])[CH2:13][C@H:9]1[C:10]([N:46]1[CH2:47][CH2:48][CH:43]([CH2:36][C:37]2[CH:42]=[CH:41][CH:40]=[CH:39][CH:38]=2)[CH2:44][CH2:45]1)=[O:12])=[O:2])([CH3:5])([CH3:6])[CH3:7]. The yield is 0.800. (6) The reactants are [CH3:1][C:2]1[CH:7]=[C:6]([CH:8]([OH:15])[CH2:9][CH2:10][CH2:11][CH2:12][CH2:13][CH3:14])[CH:5]=[CH:4][C:3]=1[C:16]1[CH:21]=[CH:20][C:19]([C:22]([F:25])([F:24])[F:23])=[CH:18][CH:17]=1.[CH2:26]([O:28][C:29](=[O:43])[CH2:30][CH2:31][NH:32][C:33](=[O:42])[C:34]1[CH:39]=[CH:38][C:37](O)=[C:36]([F:41])[CH:35]=1)[CH3:27].C(P(CCCC)CCCC)CCC.C(OCC)(=O)C. The catalyst is C1(C)C=CC=CC=1. The product is [CH2:26]([O:28][C:29](=[O:43])[CH2:30][CH2:31][NH:32][C:33](=[O:42])[C:34]1[CH:39]=[CH:38][C:37]([O:15][CH:8]([C:6]2[CH:5]=[CH:4][C:3]([C:16]3[CH:17]=[CH:18][C:19]([C:22]([F:23])([F:24])[F:25])=[CH:20][CH:21]=3)=[C:2]([CH3:1])[CH:7]=2)[CH2:9][CH2:10][CH2:11][CH2:12][CH2:13][CH3:14])=[C:36]([F:41])[CH:35]=1)[CH3:27]. The yield is 0.900. (7) The reactants are C([O:5][C:6]([CH:8]1[CH2:12][CH2:11][CH2:10][N:9]1[C:13](=[O:30])[CH:14]([NH:19][C:20](=[O:29])[C:21]1[CH:26]=[CH:25][C:24]([NH2:27])=[C:23]([Cl:28])[CH:22]=1)[C:15]([CH3:18])([CH3:17])[CH3:16])=[O:7])(C)(C)C.C(O)(C(F)(F)F)=O.C([O-])(O)=O.[Na+]. The catalyst is C(Cl)Cl. The product is [NH2:27][C:24]1[CH:25]=[CH:26][C:21]([C:20]([NH:19][CH:14]([C:15]([CH3:16])([CH3:17])[CH3:18])[C:13]([N:9]2[CH2:10][CH2:11][CH2:12][CH:8]2[C:6]([OH:7])=[O:5])=[O:30])=[O:29])=[CH:22][C:23]=1[Cl:28]. The yield is 1.00.